From a dataset of Full USPTO retrosynthesis dataset with 1.9M reactions from patents (1976-2016). Predict the reactants needed to synthesize the given product. (1) Given the product [C:11]1([CH3:21])[CH:16]=[CH:15][C:14]([S:17]([O:10][CH2:9][P:1](=[O:8])([O:5][CH2:6][CH3:7])[O:2][CH2:3][CH3:4])(=[O:19])=[O:18])=[CH:13][CH:12]=1, predict the reactants needed to synthesize it. The reactants are: [P:1]([O-:8])([O:5][CH2:6][CH3:7])[O:2][CH2:3][CH3:4].[CH2:9]=[O:10].[C:11]1([CH3:21])[CH:16]=[CH:15][C:14]([S:17](Cl)(=[O:19])=[O:18])=[CH:13][CH:12]=1. (2) Given the product [NH:1]1[C:5]2[CH:6]=[CH:7][CH:8]=[CH:9][C:4]=2[N:3]=[C:2]1[N:10]1[C:18]2[C:13](=[CH:14][C:15]([N:19]3[C:23]4=[N:24][CH:25]=[CH:26][CH:27]=[C:22]4[N:21]([CH2:28][CH3:29])[C:20]3=[O:30])=[CH:16][CH:17]=2)[CH:12]=[CH:11]1, predict the reactants needed to synthesize it. The reactants are: [NH:1]1[C:5]2[CH:6]=[CH:7][CH:8]=[CH:9][C:4]=2[N:3]=[C:2]1[N:10]1[C:18]2[C:13](=[CH:14][C:15]([N:19]3[C:23]4=[N:24][CH:25]=[CH:26][CH:27]=[C:22]4[N:21]([CH2:28][CH3:29])[C:20]3=[O:30])=[CH:16][CH:17]=2)[CH2:12][CH2:11]1. (3) The reactants are: C([O:3][C:4](=[O:18])[CH2:5][CH2:6][C:7]1[C:12]([CH3:13])=[CH:11][C:10]([C:14]#[N:15])=[CH:9][C:8]=1[CH2:16][CH3:17])C. Given the product [C:14]([C:10]1[CH:11]=[C:12]([CH3:13])[C:7]([CH2:6][CH2:5][C:4]([OH:18])=[O:3])=[C:8]([CH2:16][CH3:17])[CH:9]=1)#[N:15], predict the reactants needed to synthesize it. (4) Given the product [Br:15][C:16]1[C:17]([CH3:23])=[C:18]([N:10]2[CH2:9][C:8]3[C:12](=[CH:13][C:5]([C:1]([CH3:4])([CH3:2])[CH3:3])=[CH:6][CH:7]=3)[C:11]2=[O:14])[CH:19]=[CH:20][CH:21]=1, predict the reactants needed to synthesize it. The reactants are: [C:1]([C:5]1[CH:13]=[C:12]2[C:8]([CH2:9][NH:10][C:11]2=[O:14])=[CH:7][CH:6]=1)([CH3:4])([CH3:3])[CH3:2].[Br:15][C:16]1[CH:21]=[CH:20][CH:19]=[C:18](Br)[C:17]=1[CH3:23].C(=O)([O-])[O-].[Cs+].[Cs+].CNCCNC. (5) Given the product [CH:1]([C:4]1[C:13]2[C:8](=[CH:9][C:10]([O:16][CH3:17])=[C:11]([O:14][CH3:15])[CH:12]=2)[C:7]([CH2:21][C:22]2[CH:23]=[N:24][C:25]3[C:30]([CH:31]=2)=[CH:29][CH:28]=[CH:27][CH:26]=3)=[C:6]([OH:18])[N:5]=1)([CH3:3])[CH3:2], predict the reactants needed to synthesize it. The reactants are: [CH:1]([C:4]1[C:13]2[C:8](=[CH:9][C:10]([O:16][CH3:17])=[C:11]([O:14][CH3:15])[CH:12]=2)[CH:7]=[C:6]([OH:18])[N:5]=1)([CH3:3])[CH3:2].Cl.Cl[CH2:21][C:22]1[CH:23]=[N:24][C:25]2[C:30]([CH:31]=1)=[CH:29][CH:28]=[CH:27][CH:26]=2.Cl.ClCC1C(NCCOC)=NC2C(C=1)=CC(OC)=CC=2.[Li+].[OH-]. (6) Given the product [I:22][CH2:2][C@H:3]1[O:7][C:6](=[O:8])[N:5]([C:9]2[CH:14]=[CH:13][C:12]([N:15]3[CH2:20][CH2:19][O:18][CH2:17][C:16]3=[O:21])=[CH:11][CH:10]=2)[CH2:4]1, predict the reactants needed to synthesize it. The reactants are: Cl[CH2:2][C@H:3]1[O:7][C:6](=[O:8])[N:5]([C:9]2[CH:14]=[CH:13][C:12]([N:15]3[CH2:20][CH2:19][O:18][CH2:17][C:16]3=[O:21])=[CH:11][CH:10]=2)[CH2:4]1.[I-:22].[Na+]. (7) Given the product [CH:1]([N:4]1[C:9](=[O:10])[CH:8]=[CH:7][C:6]([C:11]2[S:15][C:14]([C:16]([N:18]([CH3:29])[CH3:19])=[O:17])=[N:13][C:12]=2[C:20]2[CH:25]=[CH:24][CH:23]=[CH:22][CH:21]=2)=[N:5]1)([CH3:3])[CH3:2], predict the reactants needed to synthesize it. The reactants are: [CH:1]([N:4]1[C:9](=[O:10])[CH:8]=[CH:7][C:6]([C:11]2[S:15][C:14]([C:16]([NH:18][CH3:19])=[O:17])=[N:13][C:12]=2[C:20]2[CH:25]=[CH:24][CH:23]=[CH:22][CH:21]=2)=[N:5]1)([CH3:3])[CH3:2].[H-].[Na+].I[CH3:29].O. (8) Given the product [Cl:63][CH2:64][C@@H:65]([OH:72])[CH2:66][C:67]([O:69][CH2:70][CH3:71])=[O:68], predict the reactants needed to synthesize it. The reactants are: O=C[C@@H]([C@H]([C@@H]([C@@H](CO)O)O)O)O.C1C=[N+]([C@@H]2O[C@H](COP(OP(OC[C@H]3O[C@@H](N4C5N=CN=C(N)C=5N=C4)[C@H](OP(O)(O)=O)[C@@H]3O)(O)=O)(O)=O)[C@@H](O)[C@H]2O)C=C(C(N)=O)C=1.[OH-].[Na+].[Cl:63][CH2:64][C:65](=[O:72])[CH2:66][C:67]([O:69][CH2:70][CH3:71])=[O:68].